Dataset: Forward reaction prediction with 1.9M reactions from USPTO patents (1976-2016). Task: Predict the product of the given reaction. (1) Given the reactants N[C@@H:2]([CH3:5])[CH2:3][OH:4].[NH2:6][CH:7]1[CH2:11][CH2:10][O:9][CH2:8]1.Cl.FC1C=[C:16]([C@@H:22]([C:24]2C=N[N:27]([CH3:29])[CH:28]=2)N)[CH:17]=[CH:18]C=1OC.Cl.[F:31][C:32]1[CH:33]=[C:34]([C@@H:40]([C:42]2[N:46]([CH3:47])[N:45]=[CH:44][CH:43]=2)[NH2:41])[CH:35]=[CH:36][C:37]=1[O:38][CH3:39], predict the reaction product. The product is: [F:31][C:32]1[CH:33]=[C:34]([C@@H:40]([C:42]2[N:46]([CH3:47])[N:45]=[CH:44][CH:43]=2)[NH:41][C:3]([C:2]2[CH:5]=[C:22]3[C:16](=[CH:17][CH:18]=2)[CH:29]=[N:27][C:28]([NH:6][CH:7]2[CH2:11][CH2:10][O:9][CH2:8]2)=[CH:24]3)=[O:4])[CH:35]=[CH:36][C:37]=1[O:38][CH3:39]. (2) The product is: [NH2:21][C:12]1[C:11]2[NH:10][C:9](=[O:29])[N:8]([CH2:1][C:2]3[CH:7]=[CH:6][CH:5]=[CH:4][CH:3]=3)[C:16]=2[CH:15]=[C:14]([CH2:17][CH2:18][O:19][CH3:20])[N:13]=1. Given the reactants [CH2:1]([N:8]1[C:16]2[CH:15]=[C:14]([CH2:17][CH2:18][O:19][CH3:20])[N:13]=[C:12]([NH:21]CC3C=CC=CC=3)[C:11]=2[NH:10][C:9]1=[O:29])[C:2]1[CH:7]=[CH:6][CH:5]=[CH:4][CH:3]=1.O.C([O-])(O)=O.[Na+], predict the reaction product. (3) Given the reactants [F:1][C:2]1[CH:7]=[C:6]([O:8][CH3:9])[CH:5]=[CH:4][C:3]=1[CH:10]([O:14][CH3:15])[C:11]([OH:13])=O.[NH2:16][CH2:17][C:18]1[CH:25]=[CH:24][C:21]([C:22]#[N:23])=[CH:20][C:19]=1[Cl:26], predict the reaction product. The product is: [Cl:26][C:19]1[CH:20]=[C:21]([C:22]#[N:23])[CH:24]=[CH:25][C:18]=1[CH2:17][NH:16][C:11](=[O:13])[CH:10]([C:3]1[CH:4]=[CH:5][C:6]([O:8][CH3:9])=[CH:7][C:2]=1[F:1])[O:14][CH3:15]. (4) The product is: [C:1]([O:5][C:6](=[O:40])[NH:7][C:8]1([C:12]2[CH:17]=[CH:16][C:15]([C:18]3[C:27]([C:28]4[CH:33]=[CH:32][CH:31]=[CH:30][CH:29]=4)=[CH:26][C:25]4[C:24]5=[N:44][NH:45][C:35]([NH:42][CH3:41])=[C:23]5[CH2:22][CH2:21][C:20]=4[N:19]=3)=[CH:14][CH:13]=2)[CH2:9][CH2:10][CH2:11]1)([CH3:2])([CH3:4])[CH3:3]. Given the reactants [C:1]([O:5][C:6](=[O:40])[NH:7][C:8]1([C:12]2[CH:17]=[CH:16][C:15]([C:18]3[C:27]([C:28]4[CH:33]=[CH:32][CH:31]=[CH:30][CH:29]=4)=[CH:26][C:25]4[C:24](=O)[C:23](=[C:35](SC)SC)[CH2:22][CH2:21][C:20]=4[N:19]=3)=[CH:14][CH:13]=2)[CH2:11][CH2:10][CH2:9]1)([CH3:4])([CH3:3])[CH3:2].[CH3:41][NH2:42].O.[NH2:44][NH2:45], predict the reaction product. (5) Given the reactants Cl[C:2]1[CH:11]=[CH:10][N:9]=[C:8]2[C:3]=1[CH:4]=[CH:5][C:6]([C:12]1[C:17]([Cl:18])=[CH:16][CH:15]=[CH:14][N:13]=1)=[N:7]2.[NH2:19][C:20]1[CH:25]=[CH:24][C:23]([C:26]([F:29])([F:28])[F:27])=[CH:22][N:21]=1, predict the reaction product. The product is: [Cl:18][C:17]1[C:12]([C:6]2[N:7]=[C:8]3[C:3]([C:2]([NH:19][C:20]4[CH:25]=[CH:24][C:23]([C:26]([F:28])([F:27])[F:29])=[CH:22][N:21]=4)=[CH:11][CH:10]=[N:9]3)=[CH:4][CH:5]=2)=[N:13][CH:14]=[CH:15][CH:16]=1. (6) Given the reactants [NH2:1][C:2]1[CH:3]=[C:4]([CH:35]=[CH:36][CH:37]=1)[CH2:5][CH2:6][N:7]1[C:12]2[N:13]=[C:14]([NH:17][CH2:18][CH2:19][CH2:20][CH2:21][N:22]([CH2:25][CH3:26])[CH2:23][CH3:24])[N:15]=[CH:16][C:11]=2[CH:10]=[C:9]([C:27]2[CH:32]=[CH:31][CH:30]=[CH:29][C:28]=2[Cl:33])[C:8]1=[O:34].[C:38](Cl)(=[O:41])[CH:39]=[CH2:40], predict the reaction product. The product is: [Cl:33][C:28]1[CH:29]=[CH:30][CH:31]=[CH:32][C:27]=1[C:9]1[C:8](=[O:34])[N:7]([CH2:6][CH2:5][C:4]2[CH:3]=[C:2]([NH:1][C:38](=[O:41])[CH:39]=[CH2:40])[CH:37]=[CH:36][CH:35]=2)[C:12]2[N:13]=[C:14]([NH:17][CH2:18][CH2:19][CH2:20][CH2:21][N:22]([CH2:25][CH3:26])[CH2:23][CH3:24])[N:15]=[CH:16][C:11]=2[CH:10]=1. (7) Given the reactants [Cl-].[Al+3].[Cl-].[Cl-].[F:5][C:6]1[CH:14]=[CH:13][C:9]([C:10](Cl)=[O:11])=[CH:8][CH:7]=1.Cl.[C:16]1([CH3:23])[CH:21]=[CH:20][CH:19]=[C:18]([CH3:22])[CH:17]=1, predict the reaction product. The product is: [CH3:23][C:16]1[CH:21]=[CH:20][C:19]([C:10](=[O:11])[C:9]2[CH:13]=[CH:14][C:6]([F:5])=[CH:7][CH:8]=2)=[C:18]([CH3:22])[CH:17]=1.